Task: Predict which catalyst facilitates the given reaction.. Dataset: Catalyst prediction with 721,799 reactions and 888 catalyst types from USPTO Reactant: [Cl:1][C:2]1[C:34]([Cl:35])=[CH:33][C:5]2[N:6]([C:11]3[CH:16]=[CH:15][C:14]([CH2:17][CH2:18][NH:19][C:20]([NH:22][S:23]([C:26]4[CH:31]=[CH:30][C:29]([CH3:32])=[CH:28][CH:27]=4)(=[O:25])=[O:24])=[O:21])=[CH:13][CH:12]=3)[C:7]([CH2:9][CH3:10])=[N:8][C:4]=2[CH:3]=1.C([O:40]C(NOC(OC(C)(C)C)=O)=O)(C)(C)C.C1(P(C2C=CC=CC=2)C2C=CC=CC=2)C=CC=CC=1.N(C(OCC)=O)=NC(OCC)=O. Product: [Cl:1][C:2]1[C:34]([Cl:35])=[CH:33][C:5]2[N:6]([C:11]3[CH:16]=[CH:15][C:14]([CH2:17][CH2:18][N:19]([OH:40])[C:20]([NH:22][S:23]([C:26]4[CH:27]=[CH:28][C:29]([CH3:32])=[CH:30][CH:31]=4)(=[O:25])=[O:24])=[O:21])=[CH:13][CH:12]=3)[C:7]([CH2:9][CH3:10])=[N:8][C:4]=2[CH:3]=1. The catalyst class is: 1.